The task is: Regression. Given a peptide amino acid sequence and an MHC pseudo amino acid sequence, predict their binding affinity value. This is MHC class II binding data.. This data is from Peptide-MHC class II binding affinity with 134,281 pairs from IEDB. (1) The peptide sequence is GLDSLTTLLRALGAQ. The MHC is DRB1_0405 with pseudo-sequence DRB1_0405. The binding affinity (normalized) is 0.306. (2) The peptide sequence is LFLLSTRQNVEGSYEGAYAP. The MHC is DRB1_0403 with pseudo-sequence DRB1_0403. The binding affinity (normalized) is 0.162. (3) The peptide sequence is YYEIGKILSRDILSKINQPY. The MHC is DRB1_1501 with pseudo-sequence DRB1_1501. The binding affinity (normalized) is 0.652. (4) The peptide sequence is TLWQRPVVTIKIGGQLREAL. The MHC is HLA-DPA10103-DPB10401 with pseudo-sequence HLA-DPA10103-DPB10401. The binding affinity (normalized) is 0.0978. (5) The peptide sequence is EKKYFAATGFEPLAA. The MHC is DRB1_1602 with pseudo-sequence DRB1_1602. The binding affinity (normalized) is 0.614. (6) The peptide sequence is TQLVLSSMVNPLVLS. The MHC is DRB1_0802 with pseudo-sequence DRB1_0802. The binding affinity (normalized) is 0.0892.